Dataset: NCI-60 drug combinations with 297,098 pairs across 59 cell lines. Task: Regression. Given two drug SMILES strings and cell line genomic features, predict the synergy score measuring deviation from expected non-interaction effect. (1) Drug 1: C1CN(P(=O)(OC1)NCCCl)CCCl. Drug 2: CC1CCCC2(C(O2)CC(NC(=O)CC(C(C(=O)C(C1O)C)(C)C)O)C(=CC3=CSC(=N3)C)C)C. Cell line: TK-10. Synergy scores: CSS=43.6, Synergy_ZIP=2.71, Synergy_Bliss=3.78, Synergy_Loewe=-16.2, Synergy_HSA=2.79. (2) Synergy scores: CSS=48.8, Synergy_ZIP=-4.12, Synergy_Bliss=-15.6, Synergy_Loewe=-66.0, Synergy_HSA=-12.3. Drug 1: CC1C(C(=O)NC(C(=O)N2CCCC2C(=O)N(CC(=O)N(C(C(=O)O1)C(C)C)C)C)C(C)C)NC(=O)C3=C4C(=C(C=C3)C)OC5=C(C(=O)C(=C(C5=N4)C(=O)NC6C(OC(=O)C(N(C(=O)CN(C(=O)C7CCCN7C(=O)C(NC6=O)C(C)C)C)C)C(C)C)C)N)C. Cell line: K-562. Drug 2: C(=O)(N)NO. (3) Drug 1: CN(C)C1=NC(=NC(=N1)N(C)C)N(C)C. Drug 2: C1C(C(OC1N2C=NC3=C(N=C(N=C32)Cl)N)CO)O. Cell line: KM12. Synergy scores: CSS=21.5, Synergy_ZIP=-1.72, Synergy_Bliss=-3.13, Synergy_Loewe=4.26, Synergy_HSA=4.07. (4) Drug 1: COC1=C(C=C2C(=C1)N=CN=C2NC3=CC(=C(C=C3)F)Cl)OCCCN4CCOCC4. Drug 2: CC1=C(C(=O)C2=C(C1=O)N3CC4C(C3(C2COC(=O)N)OC)N4)N. Cell line: SR. Synergy scores: CSS=55.6, Synergy_ZIP=-1.20, Synergy_Bliss=-2.46, Synergy_Loewe=-9.72, Synergy_HSA=-1.12. (5) Drug 1: CC1=C2C(C(=O)C3(C(CC4C(C3C(C(C2(C)C)(CC1OC(=O)C(C(C5=CC=CC=C5)NC(=O)C6=CC=CC=C6)O)O)OC(=O)C7=CC=CC=C7)(CO4)OC(=O)C)O)C)OC(=O)C. Drug 2: CC1=C(C(=O)C2=C(C1=O)N3CC4C(C3(C2COC(=O)N)OC)N4)N. Cell line: A498. Synergy scores: CSS=28.6, Synergy_ZIP=-7.81, Synergy_Bliss=-5.72, Synergy_Loewe=-7.28, Synergy_HSA=-3.49. (6) Drug 1: CC1=C(C(=O)C2=C(C1=O)N3CC4C(C3(C2COC(=O)N)OC)N4)N. Drug 2: CC1C(C(CC(O1)OC2CC(CC3=C2C(=C4C(=C3O)C(=O)C5=C(C4=O)C(=CC=C5)OC)O)(C(=O)CO)O)N)O.Cl. Cell line: SK-OV-3. Synergy scores: CSS=30.5, Synergy_ZIP=-2.76, Synergy_Bliss=0.335, Synergy_Loewe=-4.16, Synergy_HSA=2.52. (7) Drug 1: CC1=C(C=C(C=C1)C(=O)NC2=CC(=CC(=C2)C(F)(F)F)N3C=C(N=C3)C)NC4=NC=CC(=N4)C5=CN=CC=C5. Drug 2: COC1=C2C(=CC3=C1OC=C3)C=CC(=O)O2. Cell line: MDA-MB-435. Synergy scores: CSS=-11.7, Synergy_ZIP=7.79, Synergy_Bliss=3.65, Synergy_Loewe=-10.1, Synergy_HSA=-10.9. (8) Drug 1: C1CCC(CC1)NC(=O)N(CCCl)N=O. Drug 2: C1CNP(=O)(OC1)N(CCCl)CCCl. Cell line: HOP-62. Synergy scores: CSS=20.3, Synergy_ZIP=-1.54, Synergy_Bliss=0.239, Synergy_Loewe=-5.38, Synergy_HSA=-1.73. (9) Drug 1: CC1C(C(CC(O1)OC2CC(CC3=C2C(=C4C(=C3O)C(=O)C5=C(C4=O)C(=CC=C5)OC)O)(C(=O)CO)O)N)O.Cl. Drug 2: CC12CCC3C(C1CCC2=O)CC(=C)C4=CC(=O)C=CC34C. Cell line: SK-OV-3. Synergy scores: CSS=-0.713, Synergy_ZIP=0.265, Synergy_Bliss=-2.48, Synergy_Loewe=-3.98, Synergy_HSA=-4.34.